From a dataset of Peptide-MHC class I binding affinity with 185,985 pairs from IEDB/IMGT. Regression. Given a peptide amino acid sequence and an MHC pseudo amino acid sequence, predict their binding affinity value. This is MHC class I binding data. (1) The peptide sequence is TAVPWNASW. The MHC is HLA-A02:01 with pseudo-sequence HLA-A02:01. The binding affinity (normalized) is 0. (2) The peptide sequence is TSADQQSLY. The MHC is SLA-20401 with pseudo-sequence SLA-20401. The binding affinity (normalized) is 0.359. (3) The peptide sequence is SIITDAVSI. The MHC is H-2-Kd with pseudo-sequence H-2-Kd. The binding affinity (normalized) is 0.482. (4) The peptide sequence is YYQSGLSIVMP. The MHC is HLA-A23:01 with pseudo-sequence HLA-A23:01. The binding affinity (normalized) is 0.194. (5) The peptide sequence is IDGVVARNRAL. The MHC is H-2-Kd with pseudo-sequence H-2-Kd. The binding affinity (normalized) is 0.